This data is from Reaction yield outcomes from USPTO patents with 853,638 reactions. The task is: Predict the reaction yield, written as a fraction of the theoretical maximum amount of product (1.0 means a 100% yield; for example, 0.34 means a 34% yield). (1) The reactants are [NH2:1][OH:2].[Br:3][C:4]1[N:8]([CH3:9])[C:7]([C:10]2[N:14]([C:15]3[CH:20]=[CH:19][C:18]([OH:21])=[CH:17][C:16]=3[F:22])[N:13]=[C:12]([CH3:23])[C:11]=2[C:24]#[N:25])=[C:6]([CH3:26])[CH:5]=1. The catalyst is CO. The product is [Br:3][C:4]1[N:8]([CH3:9])[C:7]([C:10]2[N:14]([C:15]3[CH:20]=[CH:19][C:18]([OH:21])=[CH:17][C:16]=3[F:22])[N:13]=[C:12]([CH3:23])[C:11]=2[C:24](=[N:1][OH:2])[NH2:25])=[C:6]([CH3:26])[CH:5]=1. The yield is 0.330. (2) The reactants are [C:1]([O:5][C:6](=[O:16])[CH2:7][P:8]([O:13][CH2:14][CH3:15])([O:10][CH2:11][CH3:12])=[O:9])([CH3:4])([CH3:3])[CH3:2].[H-].[Na+].[CH2:19](I)[CH3:20]. The catalyst is CN(C)C=O.C(OCC)(=O)C. The product is [C:1]([O:5][C:6](=[O:16])[CH:7]([P:8]([O:10][CH2:11][CH3:12])([O:13][CH2:14][CH3:15])=[O:9])[CH2:19][CH3:20])([CH3:3])([CH3:2])[CH3:4]. The yield is 0.830.